This data is from Reaction yield outcomes from USPTO patents with 853,638 reactions. The task is: Predict the reaction yield, written as a fraction of the theoretical maximum amount of product (1.0 means a 100% yield; for example, 0.34 means a 34% yield). The reactants are [Br:1][C:2]1[CH:7]=[CH:6][N:5]=[C:4]([NH2:8])[CH:3]=1.N1C=CC=CC=1.[C:15](OC(=O)C)(=[O:17])[CH3:16]. The catalyst is C(Cl)Cl. The product is [Br:1][C:2]1[CH:7]=[CH:6][N:5]=[C:4]([NH:8][C:15](=[O:17])[CH3:16])[CH:3]=1. The yield is 0.950.